From a dataset of Forward reaction prediction with 1.9M reactions from USPTO patents (1976-2016). Predict the product of the given reaction. (1) Given the reactants P([O-])([O-])([O-])=O.[K+].[K+].[K+].[CH2:9]([SH:13])[CH2:10][CH2:11][CH3:12].[C:14](=[S:16])=[S:15].[CH3:17][C:18](Br)([CH3:22])[C:19]([OH:21])=[O:20], predict the reaction product. The product is: [CH2:9]([S:13][C:14]([S:16][C:18]([CH3:22])([CH3:17])[C:19]([OH:21])=[O:20])=[S:15])[CH2:10][CH2:11][CH3:12]. (2) The product is: [CH:1]1([C:7]2[O:9][CH:34]=[N:33][C:35]=2[C:36]([O:38][CH3:39])=[O:37])[CH2:2][CH2:3][CH2:4][CH2:5][CH2:6]1. Given the reactants [CH:1]1([C:7]([OH:9])=O)[CH2:6][CH2:5][CH2:4][CH2:3][CH2:2]1.C([O-])([O-])=O.[K+].[K+].C1(P(N=[N+]=[N-])(C2C=CC=CC=2)=O)C=CC=CC=1.[N+:33]([CH2:35][C:36]([O:38][CH3:39])=[O:37])#[C-:34], predict the reaction product.